The task is: Predict the reactants needed to synthesize the given product.. This data is from Full USPTO retrosynthesis dataset with 1.9M reactions from patents (1976-2016). (1) Given the product [CH2:1]([N:8]1[CH:12]=[C:11]([CH2:13][OH:14])[C:10]([O:18][CH2:19][C:20]2[CH:25]=[CH:24][C:23]([O:26][CH2:27][C:28]3[N:29]=[C:30]([C:34]4[CH:35]=[CH:36][CH:37]=[CH:38][CH:39]=4)[O:31][C:32]=3[CH3:33])=[CH:22][CH:21]=2)=[N:9]1)[C:2]1[CH:7]=[CH:6][CH:5]=[CH:4][CH:3]=1, predict the reactants needed to synthesize it. The reactants are: [CH2:1]([N:8]1[CH:12]=[C:11]([C:13](OCC)=[O:14])[C:10]([O:18][CH2:19][C:20]2[CH:25]=[CH:24][C:23]([O:26][CH2:27][C:28]3[N:29]=[C:30]([C:34]4[CH:39]=[CH:38][CH:37]=[CH:36][CH:35]=4)[O:31][C:32]=3[CH3:33])=[CH:22][CH:21]=2)=[N:9]1)[C:2]1[CH:7]=[CH:6][CH:5]=[CH:4][CH:3]=1.[H-].[Al+3].[Li+].[H-].[H-].[H-].O.O.O.O.O.O.O.O.O.O.S([O-])([O-])(=O)=O.[Na+].[Na+]. (2) Given the product [NH2:5][C:6]1[C:14]([CH3:15])=[CH:13][C:12](/[CH:16]=[N:4]/[O:3][CH3:2])=[CH:11][C:7]=1[C:8]([OH:10])=[O:9], predict the reactants needed to synthesize it. The reactants are: Cl.[CH3:2][O:3][NH2:4].[NH2:5][C:6]1[C:14]([CH3:15])=[CH:13][C:12]([CH:16]=O)=[CH:11][C:7]=1[C:8]([OH:10])=[O:9]. (3) Given the product [CH2:1]([O:3][C:4]([C:6]1[S:7][CH:8]=[C:9]([C:11]2[C:19]3[C:14](=[N:15][CH:16]=[C:17]([CH2:20][CH:21]([CH3:23])[CH3:22])[CH:18]=3)[N:13]([S:24]([C:27]3[CH:28]=[CH:29][CH:30]=[CH:31][CH:32]=3)(=[O:26])=[O:25])[CH:12]=2)[N:10]=1)=[O:5])[CH3:2], predict the reactants needed to synthesize it. The reactants are: [CH2:1]([O:3][C:4]([C:6]1[S:7][CH:8]=[C:9]([C:11]2[C:19]3[C:14](=[N:15][CH:16]=[C:17]([CH:20]=[C:21]([CH3:23])[CH3:22])[CH:18]=3)[N:13]([S:24]([C:27]3[CH:32]=[CH:31][CH:30]=[CH:29][CH:28]=3)(=[O:26])=[O:25])[CH:12]=2)[N:10]=1)=[O:5])[CH3:2].C(Cl)Cl.